Dataset: Reaction yield outcomes from USPTO patents with 853,638 reactions. Task: Predict the reaction yield, written as a fraction of the theoretical maximum amount of product (1.0 means a 100% yield; for example, 0.34 means a 34% yield). (1) The reactants are [Al+3].[Cl-].[Cl-].[Cl-].[N+](C)([O-])=O.[CH2:9]([N:12]1[CH:16]=[CH:15][CH:14]=[C:13]1[C:17]#[N:18])[CH:10]=[CH2:11].[CH3:19][O:20]C(Cl)Cl. The catalyst is C(Cl)Cl. The product is [CH2:9]([N:12]1[CH:16]=[C:15]([CH:19]=[O:20])[CH:14]=[C:13]1[C:17]#[N:18])[CH:10]=[CH2:11]. The yield is 0.780. (2) The reactants are [Si:1]([O:8][CH2:9][C:10]1[CH:15]=[C:14]([C:16]([F:19])([F:18])[F:17])[CH:13]=[CH:12][C:11]=1[CH:20]([CH:22]1[CH2:27][CH2:26][CH2:25][CH2:24][CH2:23]1)[OH:21])([C:4]([CH3:7])([CH3:6])[CH3:5])([CH3:3])[CH3:2].[H-].[Na+].[CH3:30]I.O. The catalyst is C1COCC1. The product is [CH:22]1([CH:20]([O:21][CH3:30])[C:11]2[CH:12]=[CH:13][C:14]([C:16]([F:19])([F:18])[F:17])=[CH:15][C:10]=2[CH2:9][O:8][Si:1]([C:4]([CH3:7])([CH3:6])[CH3:5])([CH3:3])[CH3:2])[CH2:23][CH2:24][CH2:25][CH2:26][CH2:27]1. The yield is 0.880. (3) The reactants are Br[C:2]1[CH:7]=[CH:6][CH:5]=[CH:4][C:3]=1[CH2:8][N:9]1[C:14](=[O:15])[C:13]([C:16]([NH:18][CH2:19][C:20]([OH:22])=[O:21])=[O:17])=[C:12]([OH:23])[C:11]([CH:24]([CH3:26])[CH3:25])=[N:10]1.CC1(C)C(C)(C)OB([C:35]2[CH:40]=[CH:39][N:38]=[C:37]([N:41]3[CH2:46][CH2:45][NH:44][CH2:43][CH2:42]3)[CH:36]=2)O1.C(=O)([O-])[O-].[K+].[K+].CCOCC. The catalyst is O1CCOCC1.O.Cl.C1C=CC([P]([Pd]([P](C2C=CC=CC=2)(C2C=CC=CC=2)C2C=CC=CC=2)([P](C2C=CC=CC=2)(C2C=CC=CC=2)C2C=CC=CC=2)[P](C2C=CC=CC=2)(C2C=CC=CC=2)C2C=CC=CC=2)(C2C=CC=CC=2)C2C=CC=CC=2)=CC=1. The product is [OH:23][C:12]1[C:11]([CH:24]([CH3:26])[CH3:25])=[N:10][N:9]([CH2:8][C:3]2[CH:4]=[CH:5][CH:6]=[CH:7][C:2]=2[C:35]2[CH:40]=[CH:39][N:38]=[C:37]([N:41]3[CH2:42][CH2:43][NH:44][CH2:45][CH2:46]3)[CH:36]=2)[C:14](=[O:15])[C:13]=1[C:16]([NH:18][CH2:19][C:20]([OH:22])=[O:21])=[O:17]. The yield is 0.470. (4) The reactants are [CH3:1][C:2]1([CH3:15])[CH2:14][C:5]2[S:6][C:7]([C:9]([O:11]CC)=[O:10])=[CH:8][C:4]=2[CH2:3]1.C1COCC1.[OH-].[Li+].Cl. The catalyst is C(O)C.O. The product is [CH3:1][C:2]1([CH3:15])[CH2:14][C:5]2[S:6][C:7]([C:9]([OH:11])=[O:10])=[CH:8][C:4]=2[CH2:3]1. The yield is 0.910. (5) The reactants are [Cl-].[Al+3].[Cl-].[Cl-].[C:5](Cl)(=[O:7])[CH3:6].[CH3:9][C:10]12[C:22]3[C:18]([CH2:19][CH2:20][CH2:21]1)=[CH:17][CH:16]=[CH:15][C:14]=3[CH2:13][CH2:12][CH2:11]2. The catalyst is C(=S)=S. The product is [CH3:9][C:10]12[C:22]3[C:14](=[CH:15][CH:16]=[C:17]([C:5](=[O:7])[CH3:6])[C:18]=3[CH2:19][CH2:20][CH2:21]1)[CH2:13][CH2:12][CH2:11]2. The yield is 0.770. (6) The reactants are [NH2:1][CH2:2][C@H:3]([F:6])[CH2:4][OH:5].C(=O)([O-])[O-].[K+].[K+].[C:13](O[C:13]([O:15][C:16]([CH3:19])([CH3:18])[CH3:17])=[O:14])([O:15][C:16]([CH3:19])([CH3:18])[CH3:17])=[O:14]. The catalyst is O1CCOCC1. The product is [F:6][C@H:3]([CH2:4][OH:5])[CH2:2][NH:1][C:13](=[O:14])[O:15][C:16]([CH3:19])([CH3:18])[CH3:17]. The yield is 0.990. (7) The reactants are [Cl:1][C:2]1[CH:11]=[C:10]2[C:5]([C:6]([OH:18])=[C:7]([C:13]([O:15][CH2:16][CH3:17])=[O:14])[C:8](=[O:12])[NH:9]2)=[CH:4][C:3]=1I.[CH3:20][N:21]1[C:29]2[C:24](=[CH:25][C:26](B(O)O)=[CH:27][CH:28]=2)[CH:23]=[CH:22]1.C(=O)([O-])[O-].[Cs+].[Cs+]. The catalyst is O1CCOCC1.O.C1C=CC([P]([Pd]([P](C2C=CC=CC=2)(C2C=CC=CC=2)C2C=CC=CC=2)([P](C2C=CC=CC=2)(C2C=CC=CC=2)C2C=CC=CC=2)[P](C2C=CC=CC=2)(C2C=CC=CC=2)C2C=CC=CC=2)(C2C=CC=CC=2)C2C=CC=CC=2)=CC=1. The product is [Cl:1][C:2]1[CH:11]=[C:10]2[C:5]([C:6]([OH:18])=[C:7]([C:13]([O:15][CH2:16][CH3:17])=[O:14])[C:8](=[O:12])[NH:9]2)=[CH:4][C:3]=1[C:26]1[CH:25]=[C:24]2[C:29](=[CH:28][CH:27]=1)[N:21]([CH3:20])[CH:22]=[CH:23]2. The yield is 0.655. (8) The reactants are N1C2C=CC=C[C:4]=2N=N1.[NH:10]1[CH2:15][CH2:14][O:13][CH2:12][CH2:11]1.[F:16][C:17]([F:50])([F:49])[C:18]1[CH:19]=[C:20]([CH:42]=[C:43]([C:45]([F:48])([F:47])[F:46])[CH:44]=1)[CH2:21][N:22]([CH2:29][C:30]1[CH:37]=[C:36]([C:38]([F:41])([F:40])[F:39])[CH:35]=[CH:34][C:31]=1[CH:32]=O)[C:23]1[N:24]=[N:25][N:26]([CH3:28])[N:27]=1. The catalyst is C(O)C. The product is [F:48][C:45]([F:47])([F:46])[C:43]1[CH:42]=[C:20]([CH:19]=[C:18]([C:17]([F:49])([F:50])[F:16])[CH:44]=1)[CH2:21][N:22]([CH2:29][C:30]1[CH:37]=[C:36]([C:38]([F:41])([F:39])[F:40])[CH:35]=[CH:34][C:31]=1[CH:32]([N:10]1[CH2:15][CH2:14][O:13][CH2:12][CH2:11]1)[CH3:4])[C:23]1[N:24]=[N:25][N:26]([CH3:28])[N:27]=1. The yield is 0.280. (9) The reactants are [ClH:1].[CH2:2]([NH2:9])[C:3]1[CH:8]=[CH:7][CH:6]=[CH:5][CH:4]=1.[CH3:10][C:11]([CH3:13])=[O:12].[CH2:14]=O. No catalyst specified. The product is [ClH:1].[CH2:2]([NH:9][CH2:14][CH2:10][C:11](=[O:12])[CH3:13])[C:3]1[CH:8]=[CH:7][CH:6]=[CH:5][CH:4]=1. The yield is 0.680. (10) The reactants are [C:9](O[C:9]([O:11][C:12]([CH3:15])([CH3:14])[CH3:13])=[O:10])([O:11][C:12]([CH3:15])([CH3:14])[CH3:13])=[O:10].C([N:18]([CH2:21][CH3:22])[CH2:19]C)C.C[OH:24]. The catalyst is [Pd]. The product is [C:12]([O:11][C:9]([N:18]1[CH2:19][CH:22]([OH:24])[CH2:21]1)=[O:10])([CH3:13])([CH3:14])[CH3:15]. The yield is 0.800.